From a dataset of Full USPTO retrosynthesis dataset with 1.9M reactions from patents (1976-2016). Predict the reactants needed to synthesize the given product. (1) Given the product [Br:18][CH2:15][C:14]([C:10]1[C:11]([CH3:13])=[CH:12][C:7]([O:6][CH:1]2[CH2:5][CH2:4][CH2:3][CH2:2]2)=[CH:8][C:9]=1[CH3:17])=[O:16], predict the reactants needed to synthesize it. The reactants are: [CH:1]1([O:6][C:7]2[CH:12]=[C:11]([CH3:13])[C:10]([C:14](=[O:16])[CH3:15])=[C:9]([CH3:17])[CH:8]=2)[CH2:5][CH2:4][CH2:3][CH2:2]1.[Br-:18].[Br-].[Br-].C([N+](CCCC)(CCCC)CCCC)CCC.C([N+](CCCC)(CCCC)CCCC)CCC.C([N+](CCCC)(CCCC)CCCC)CCC. (2) Given the product [CH:6]([NH:7][CH2:8][CH2:9][CH2:10][NH:11][C:12]([C:14]1[N:15]=[CH:16][C:17]2[C:18](=[O:32])[N:19]([CH2:25][C:26]3[CH:27]=[CH:28][CH:29]=[CH:30][CH:31]=3)[CH:20]=[CH:21][C:22]=2[C:23]=1[OH:24])=[O:13])=[O:5], predict the reactants needed to synthesize it. The reactants are: C([O:5][C:6](=O)[NH:7][CH2:8][CH2:9][CH2:10][NH:11][C:12]([C:14]1[N:15]=[CH:16][C:17]2[C:18](=[O:32])[N:19]([CH2:25][C:26]3[CH:31]=[CH:30][CH:29]=[CH:28][CH:27]=3)[CH:20]=[CH:21][C:22]=2[C:23]=1[OH:24])=[O:13])(C)(C)C.FC(F)(F)C(O)=O.C(N(CC)CC)C.C(OCC)=O. (3) Given the product [Br:1][C:2]1[CH:10]=[CH:9][C:5]([C:6]([N:28]([CH2:29][CH3:30])[CH2:27][CH2:26][O:25][CH3:23])=[O:8])=[CH:4][C:3]=1[O:11][CH2:12][CH3:13], predict the reactants needed to synthesize it. The reactants are: [Br:1][C:2]1[CH:10]=[CH:9][C:5]([C:6]([OH:8])=O)=[CH:4][C:3]=1[O:11][CH2:12][CH3:13].CCN(C(C)C)C(C)C.[CH2:23]([O:25][CH2:26][CH2:27][NH:28][CH2:29][CH3:30])C.CN(C(ON1N=NC2C=CC=NC1=2)=[N+](C)C)C.F[P-](F)(F)(F)(F)F.